Dataset: P-glycoprotein inhibition data for predicting drug efflux from Broccatelli et al.. Task: Regression/Classification. Given a drug SMILES string, predict its absorption, distribution, metabolism, or excretion properties. Task type varies by dataset: regression for continuous measurements (e.g., permeability, clearance, half-life) or binary classification for categorical outcomes (e.g., BBB penetration, CYP inhibition). Dataset: pgp_broccatelli. (1) The molecule is COc1cccc(CCN2CCN(c3ncnc4c(C#N)c5n(c34)CCCC5)CC2)c1. The result is 1 (inhibitor). (2) The compound is c1nc(N2CCOCC2)c2nc(N3CCOCC3)nc(N3CCOCC3)c2n1. The result is 0 (non-inhibitor). (3) The compound is O=C(CCc1ccccc1)c1cccc(OC[C@H](O)CN2CCCCC2)c1. The result is 1 (inhibitor). (4) The molecule is CCCNC[C@@H](O)c1oc2ccccc2c1CC. The result is 1 (inhibitor).